Predict the reactants needed to synthesize the given product. From a dataset of Full USPTO retrosynthesis dataset with 1.9M reactions from patents (1976-2016). (1) Given the product [F:62][C:43]1[CH:42]=[C:41]([B:63]2[O:67][C:66]([CH3:69])([CH3:68])[C:65]([CH3:71])([CH3:70])[O:64]2)[CH:46]=[CH:45][C:44]=1[C:47]([NH:50][C:51]([C:53]1[O:57][N:56]=[C:55]([C:58]([CH3:61])([CH3:60])[CH3:59])[N:54]=1)=[O:52])([CH3:49])[CH3:48], predict the reactants needed to synthesize it. The reactants are: C(C1C=C2C(=C(F)C=1)C(=O)N(CC1C=CC(C3C=CN=C4NC(C5C=NN(C)C=5)=NC=34)=CC=1F)N=C2)(C)(C)C.Br[C:41]1[CH:46]=[CH:45][C:44]([C:47]([NH:50][C:51]([C:53]2[O:57][N:56]=[C:55]([C:58]([CH3:61])([CH3:60])[CH3:59])[N:54]=2)=[O:52])([CH3:49])[CH3:48])=[C:43]([F:62])[CH:42]=1.[B:63]1(B2OC(C)(C)C(C)(C)O2)[O:67][C:66]([CH3:69])([CH3:68])[C:65]([CH3:71])([CH3:70])[O:64]1.C1(P(C2CCCCC2)C2C=CC=CC=2C2C(C(C)C)=CC(C(C)C)=CC=2C(C)C)CCCCC1.C([O-])(=O)C.[K+].O1CCOCC1. (2) Given the product [CH2:21]([S:28][C:2]1[CH:7]=[CH:6][C:5]([N+:8]([O-:10])=[O:9])=[CH:4][C:3]=1[CH2:11][CH2:12][O:13][CH3:14])[C:22]1[CH:27]=[CH:26][CH:25]=[CH:24][CH:23]=1, predict the reactants needed to synthesize it. The reactants are: Br[C:2]1[CH:7]=[CH:6][C:5]([N+:8]([O-:10])=[O:9])=[CH:4][C:3]=1[CH2:11][CH2:12][O:13][CH3:14].C([O-])([O-])=O.[Cs+].[Cs+].[CH2:21]([SH:28])[C:22]1[CH:27]=[CH:26][CH:25]=[CH:24][CH:23]=1.O. (3) Given the product [OH:1][C:2]1[CH:7]=[CH:6][CH:5]=[CH:4][C:3]=1[C:8](/[C:9](=[CH:18]\[C:19]1[CH:24]=[CH:23][C:22]([O:25][CH3:26])=[CH:21][CH:20]=1)/[C:10]([O:12][C:13]([CH3:14])([CH3:16])[CH3:15])=[O:11])=[O:17], predict the reactants needed to synthesize it. The reactants are: [OH:1][C:2]1[CH:7]=[CH:6][CH:5]=[CH:4][C:3]=1[C:8](=[O:17])[CH2:9][C:10]([O:12][C:13]([CH3:16])([CH3:15])[CH3:14])=[O:11].[CH:18](=O)[C:19]1[CH:24]=[CH:23][C:22]([O:25][CH3:26])=[CH:21][CH:20]=1.C([O-])(=O)C.[NH2+]1CCCCC1.S([O-])([O-])(=O)=O.[Na+].[Na+].